Dataset: Full USPTO retrosynthesis dataset with 1.9M reactions from patents (1976-2016). Task: Predict the reactants needed to synthesize the given product. (1) Given the product [CH3:4][C@H:5]1[CH2:10][CH2:9][CH2:8][C@@H:7]([CH3:11])[C:6]1=[N:14][OH:15].[CH3:4][C@H:5]1[CH2:10][CH2:9][CH2:8][C@H:7]([CH3:11])[C:6]1=[N:14][OH:15], predict the reactants needed to synthesize it. The reactants are: C(O)C.[CH3:4][CH:5]1[CH2:10][CH2:9][CH2:8][CH:7]([CH3:11])[C:6]1=O.Cl.[NH2:14][OH:15]. (2) The reactants are: C(O[C:4]1[C:7](=[O:8])[C:6](=[O:9])[C:5]=1[NH:10][C:11]1[CH:12]=[C:13]([CH:17]2[C:22]([C:23]([O:25][CH3:26])=[O:24])=[C:21]([CH3:27])[NH:20][C:19](C)=[C:18]2[C:29]([O:31][CH3:32])=[O:30])[CH:14]=[CH:15][CH:16]=1)C.[CH3:33][O:34][C:35]1[CH:36]=[C:37]([CH:41]2[CH2:46][CH2:45][N:44]([CH2:47][CH2:48][CH2:49][NH2:50])[CH2:43][CH2:42]2)[CH:38]=[CH:39][CH:40]=1.O.[CH3:52]N(C=O)C. Given the product [CH3:33][O:34][C:35]1[CH:36]=[C:37]([CH:41]2[CH2:46][CH2:45][N:44]([CH2:47][CH2:48][CH2:49][NH:50][C:4]3[C:7](=[O:8])[C:6](=[O:9])[C:5]=3[NH:10][C:11]3[CH:12]=[C:13]([CH:17]4[C:18]([C:29]([O:31][CH3:32])=[O:30])=[CH:19][NH:20][CH:21]([CH3:27])[C:22]4([CH3:52])[C:23]([O:25][CH3:26])=[O:24])[CH:14]=[CH:15][CH:16]=3)[CH2:43][CH2:42]2)[CH:38]=[CH:39][CH:40]=1, predict the reactants needed to synthesize it. (3) Given the product [ClH:27].[C:15]([N:18]1[C:22]2[CH:23]=[CH:24][C:25]([Cl:27])=[CH:26][C:21]=2[S:20][CH:19]1[C:28]1[CH:33]=[C:32]([O:34][CH3:35])[CH:31]=[CH:30][C:29]=1[O:36][CH2:37][CH2:38][CH2:39][N:40]([CH2:8][C:9]([O:11][CH2:12][CH3:13])=[O:10])[CH:44]([CH3:45])[CH3:1])(=[O:17])[CH3:16], predict the reactants needed to synthesize it. The reactants are: [C:1](=O)([O-])[O-].[K+].[K+].Br[CH2:8][C:9]([O:11][CH2:12][CH3:13])=[O:10].Cl.[C:15]([N:18]1[C:22]2[CH:23]=[CH:24][C:25]([Cl:27])=[CH:26][C:21]=2[S:20][CH:19]1[C:28]1[CH:33]=[C:32]([O:34][CH3:35])[CH:31]=[CH:30][C:29]=1[O:36][CH2:37][CH2:38][CH2:39][N:40]([CH2:44][CH2:45]OC)CCC)(=[O:17])[CH3:16].O. (4) Given the product [CH3:1][O:2][C:3]1[C:17]([O:18][CH3:19])=[CH:16][CH:15]=[C:14]([C:20]2[CH:21]=[C:22]3[C:26](=[CH:27][CH:28]=2)[C:25](=[O:29])[O:24][CH2:23]3)[C:4]=1[O:5][CH2:6][C:7]([CH3:13])([CH3:12])[C:8]([OH:10])=[O:9], predict the reactants needed to synthesize it. The reactants are: [CH3:1][O:2][C:3]1[C:17]([O:18][CH3:19])=[CH:16][CH:15]=[C:14]([C:20]2[CH:21]=[C:22]3[C:26](=[CH:27][CH:28]=2)[C:25](=[O:29])[O:24][CH2:23]3)[C:4]=1[O:5][CH2:6][C:7]([CH3:13])([CH3:12])[C:8]([O:10]C)=[O:9].[OH-].[Li+]. (5) Given the product [CH3:1][C:2]1([CH3:8])[CH2:6][C:5](=[O:7])[CH2:4][CH:3]1[C:13]([OH:15])=[O:14], predict the reactants needed to synthesize it. The reactants are: [CH3:1][C:2]1([CH3:8])[CH2:6][C:5](=[O:7])[CH:4]=[CH:3]1.[C-]#N.[K+].C[C:13]([OH:15])=[O:14]. (6) Given the product [C:3]([C:2]([NH:1][C:25](=[S:26])[C:24]1[CH:23]=[CH:22][C:21]([C:20]([F:19])([F:30])[F:31])=[CH:29][CH:28]=1)([CH3:18])[CH2:5][N:6]1[CH:14]=[C:13]2[C:8]([C:9]([Cl:17])=[C:10]([Cl:16])[CH:11]=[C:12]2[Cl:15])=[N:7]1)#[N:4], predict the reactants needed to synthesize it. The reactants are: [NH2:1][C:2]([CH3:18])([CH2:5][N:6]1[CH:14]=[C:13]2[C:8]([C:9]([Cl:17])=[C:10]([Cl:16])[CH:11]=[C:12]2[Cl:15])=[N:7]1)[C:3]#[N:4].[F:19][C:20]([F:31])([F:30])[C:21]1[CH:29]=[CH:28][C:24]([C:25](Cl)=[S:26])=[CH:23][CH:22]=1.